Dataset: Peptide-MHC class I binding affinity with 185,985 pairs from IEDB/IMGT. Task: Regression. Given a peptide amino acid sequence and an MHC pseudo amino acid sequence, predict their binding affinity value. This is MHC class I binding data. (1) The binding affinity (normalized) is 0.872. The peptide sequence is LLGLWGLAAL. The MHC is HLA-A02:02 with pseudo-sequence HLA-A02:02. (2) The peptide sequence is NHINVELSD. The MHC is Mamu-A07 with pseudo-sequence Mamu-A07. The binding affinity (normalized) is 0.197. (3) The peptide sequence is EILKINSVK. The MHC is HLA-A03:01 with pseudo-sequence HLA-A03:01. The binding affinity (normalized) is 0.393.